Dataset: Forward reaction prediction with 1.9M reactions from USPTO patents (1976-2016). Task: Predict the product of the given reaction. (1) Given the reactants Br[C:2]1[CH:3]=[N:4][C:5](O)=[C:6]([CH:10]=1)[C:7]([OH:9])=[O:8].S(Cl)([Cl:14])=O, predict the reaction product. The product is: [Cl:14][C:5]1[N:4]=[CH:3][CH:2]=[CH:10][C:6]=1[C:7]([OH:9])=[O:8]. (2) Given the reactants [NH2:1][C:2]1[N:9]=[C:8]([C:10]2[O:11][CH:12]=[CH:13][CH:14]=2)[C:7]([C:15]2[CH:20]=[CH:19][C:18](=[O:21])[NH:17][CH:16]=2)=[CH:6][C:3]=1[C:4]#[N:5].[C:22]([C:24]1[CH:29]=[CH:28][C:27](B(O)O)=[CH:26][CH:25]=1)#[N:23].N1C=CC=CC=1.CN(C)C=O, predict the reaction product. The product is: [NH2:1][C:2]1[N:9]=[C:8]([C:10]2[O:11][CH:12]=[CH:13][CH:14]=2)[C:7]([C:15]2[CH:20]=[CH:19][C:18](=[O:21])[N:17]([C:27]3[CH:28]=[CH:29][C:24]([C:22]#[N:23])=[CH:25][CH:26]=3)[CH:16]=2)=[CH:6][C:3]=1[C:4]#[N:5].